This data is from Reaction yield outcomes from USPTO patents with 853,638 reactions. The task is: Predict the reaction yield, written as a fraction of the theoretical maximum amount of product (1.0 means a 100% yield; for example, 0.34 means a 34% yield). (1) The catalyst is O1CCCC1. The yield is 0.740. The product is [CH2:22]([O:21][C:19](=[O:20])[CH:24]=[C:16]1[CH2:17][N:14]([CH:1]([C:8]2[CH:13]=[CH:12][CH:11]=[CH:10][CH:9]=2)[C:2]2[CH:7]=[CH:6][CH:5]=[CH:4][CH:3]=2)[CH2:15]1)[CH3:23]. The reactants are [CH:1]([N:14]1[CH2:17][C:16](=O)[CH2:15]1)([C:8]1[CH:13]=[CH:12][CH:11]=[CH:10][CH:9]=1)[C:2]1[CH:7]=[CH:6][CH:5]=[CH:4][CH:3]=1.[C:19]([CH:24]=P(C1C=CC=CC=1)(C1C=CC=CC=1)C1C=CC=CC=1)([O:21][CH2:22][CH3:23])=[O:20]. (2) The reactants are [OH:1][CH:2]([CH3:11])/[CH:3]=[C:4](\[CH3:10])/[C:5]([O:7][CH2:8][CH3:9])=[O:6].[CH2:12]([O:14][P:15](Cl)([O:17][CH2:18][CH3:19])=[O:16])[CH3:13]. The catalyst is N1C=CC=CC=1. The product is [CH2:12]([O:14][P:15]([O:17][CH2:18][CH3:19])([O:1][CH:2]([CH3:11])/[CH:3]=[C:4](\[CH3:10])/[C:5]([O:7][CH2:8][CH3:9])=[O:6])=[O:16])[CH3:13]. The yield is 0.880.